This data is from Full USPTO retrosynthesis dataset with 1.9M reactions from patents (1976-2016). The task is: Predict the reactants needed to synthesize the given product. (1) Given the product [CH3:8][C@@:9]12[C:25](=[O:26])[CH2:24][CH2:23][C@H:22]1[C@H:21]1[C@@H:12]([C:13]3[CH:14]=[CH:15][C:16]([OH:27])=[CH:17][C:18]=3[CH2:19][CH2:20]1)[CH2:11][CH2:10]2.[O-:31][S:30]([C:29]([F:35])([F:34])[F:28])(=[O:44])=[O:32], predict the reactants needed to synthesize it. The reactants are: C(N(CC)CC)C.[CH3:8][C@@:9]12[C:25](=[O:26])[CH2:24][CH2:23][C@H:22]1[C@H:21]1[C@@H:12]([C:13]3[CH:14]=[CH:15][C:16]([OH:27])=[CH:17][C:18]=3[CH2:19][CH2:20]1)[CH2:11][CH2:10]2.[F:28][C:29]([F:35])([F:34])[S:30](Cl)(=[O:32])=[O:31].CCCCCC.C(OCC)(=[O:44])C. (2) The reactants are: Br[C:2]1[C:3]([CH2:20][OH:21])=[C:4]2[N:10]=[CH:9][N:8]([CH2:11][C:12]3[CH:17]=[CH:16][C:15]([O:18][CH3:19])=[CH:14][CH:13]=3)[C:5]2=[N:6][CH:7]=1.CO.[C:24]1(B(O)O)[CH:29]=[CH:28][CH:27]=[CH:26][CH:25]=1.C(=O)([O-])[O-].[Na+].[Na+]. Given the product [CH3:19][O:18][C:15]1[CH:16]=[CH:17][C:12]([CH2:11][N:8]2[C:5]3=[N:6][CH:7]=[C:2]([C:24]4[CH:29]=[CH:28][CH:27]=[CH:26][CH:25]=4)[C:3]([CH2:20][OH:21])=[C:4]3[N:10]=[CH:9]2)=[CH:13][CH:14]=1, predict the reactants needed to synthesize it. (3) Given the product [F:22][C:23]1[CH:28]=[CH:27][CH:26]=[CH:25][C:24]=1[C:29]1[N:32]=[C:19]([C:11]2[N:10]=[N:9][N:8]([C:3]3[CH:4]=[CH:5][CH:6]=[CH:7][C:2]=3[F:1])[C:12]=2[CH:13]2[CH2:14][CH2:15][O:16][CH2:17][CH2:18]2)[O:21][N:30]=1, predict the reactants needed to synthesize it. The reactants are: [F:1][C:2]1[CH:7]=[CH:6][CH:5]=[CH:4][C:3]=1[N:8]1[C:12]([CH:13]2[CH2:18][CH2:17][O:16][CH2:15][CH2:14]2)=[C:11]([C:19]([OH:21])=O)[N:10]=[N:9]1.[F:22][C:23]1[CH:28]=[CH:27][CH:26]=[CH:25][C:24]=1[C:29](=[NH:32])[NH:30]O. (4) Given the product [OH2:19].[F:1][C:2]1[C:7]([C:8]([F:9])([F:11])[F:10])=[CH:6][CH:5]=[CH:4][C:3]=1[CH2:12][C:13]1[N:14]=[C:15]2[S:22][C:21]([CH3:23])=[C:20]([C:24]3[NH:38][CH:36]=[CH:37][N:26]=3)[N:16]2[C:17](=[O:19])[CH:18]=1, predict the reactants needed to synthesize it. The reactants are: [F:1][C:2]1[C:7]([C:8]([F:11])([F:10])[F:9])=[CH:6][CH:5]=[CH:4][C:3]=1[CH2:12][C:13]1[N:14]=[C:15]2[S:22][C:21]([CH3:23])=[C:20]([CH:24]=O)[N:16]2[C:17](=[O:19])[CH:18]=1.[NH3:26].C(=O)C=O.C(=O)([O-])O.[Na+].[C:36](#[N:38])[CH3:37]. (5) The reactants are: [CH3:1][O:2][C:3]1[C:4](=[O:19])[C:5]([C:15]([O:17]C)=[O:16])=[N:6][N:7]([C:9]2[CH:14]=[CH:13][CH:12]=[CH:11][CH:10]=2)[CH:8]=1.[OH-].[Na+].Cl. Given the product [CH3:1][O:2][C:3]1[C:4](=[O:19])[C:5]([C:15]([OH:17])=[O:16])=[N:6][N:7]([C:9]2[CH:14]=[CH:13][CH:12]=[CH:11][CH:10]=2)[CH:8]=1, predict the reactants needed to synthesize it. (6) Given the product [CH2:106]([O:105][C:103]([NH:1][C@H:4]1[C@@H:8]([O:9][C:10]([C:25]2[CH:30]=[CH:29][C:28]([O:31][CH3:32])=[CH:27][CH:26]=2)([C:17]2[CH:22]=[CH:21][C:20]([O:23][CH3:24])=[CH:19][CH:18]=2)[C:11]2[CH:16]=[CH:15][CH:14]=[CH:13][CH:12]=2)[CH2:7][N:6]([C:33]([O:35][C:36]([CH3:39])([CH3:38])[CH3:37])=[O:34])[CH2:5]1)=[O:104])[C:107]1[CH:112]=[CH:111][CH:110]=[CH:109][CH:108]=1, predict the reactants needed to synthesize it. The reactants are: [N:1]([C@H:4]1[C@@H:8]([O:9][C:10]([C:25]2[CH:30]=[CH:29][C:28]([O:31][CH3:32])=[CH:27][CH:26]=2)([C:17]2[CH:22]=[CH:21][C:20]([O:23][CH3:24])=[CH:19][CH:18]=2)[C:11]2[CH:16]=[CH:15][CH:14]=[CH:13][CH:12]=2)[CH2:7][N:6]([C:33]([O:35][C:36]([CH3:39])([CH3:38])[CH3:37])=[O:34])[CH2:5]1)=[N+]=[N-].C1(P(C2C=CC=CC=2)C2C=CC=CC=2)C=CC=CC=1.N[C@H]1[C@@H](OC(C2C=CC(OC)=CC=2)(C2C=CC(OC)=CC=2)C2C=CC=CC=2)CN(C(OC(C)(C)C)=O)C1.C(=O)([O-])[O-].[Na+].[Na+].Cl[C:103]([O:105][CH2:106][C:107]1[CH:112]=[CH:111][CH:110]=[CH:109][CH:108]=1)=[O:104].